Task: Regression. Given two drug SMILES strings and cell line genomic features, predict the synergy score measuring deviation from expected non-interaction effect.. Dataset: NCI-60 drug combinations with 297,098 pairs across 59 cell lines (1) Drug 1: CN(C)N=NC1=C(NC=N1)C(=O)N. Drug 2: CCC1(CC2CC(C3=C(CCN(C2)C1)C4=CC=CC=C4N3)(C5=C(C=C6C(=C5)C78CCN9C7C(C=CC9)(C(C(C8N6C=O)(C(=O)OC)O)OC(=O)C)CC)OC)C(=O)OC)O.OS(=O)(=O)O. Cell line: NCI-H322M. Synergy scores: CSS=-0.368, Synergy_ZIP=2.73, Synergy_Bliss=5.42, Synergy_Loewe=-2.37, Synergy_HSA=0.0867. (2) Drug 1: CC12CCC3C(C1CCC2=O)CC(=C)C4=CC(=O)C=CC34C. Drug 2: N.N.Cl[Pt+2]Cl. Cell line: UACC-257. Synergy scores: CSS=23.8, Synergy_ZIP=-9.20, Synergy_Bliss=-1.54, Synergy_Loewe=-3.28, Synergy_HSA=-3.70. (3) Drug 1: CCCS(=O)(=O)NC1=C(C(=C(C=C1)F)C(=O)C2=CNC3=C2C=C(C=N3)C4=CC=C(C=C4)Cl)F. Drug 2: CC12CCC3C(C1CCC2O)C(CC4=C3C=CC(=C4)O)CCCCCCCCCS(=O)CCCC(C(F)(F)F)(F)F. Cell line: SF-268. Synergy scores: CSS=5.99, Synergy_ZIP=2.54, Synergy_Bliss=8.18, Synergy_Loewe=1.42, Synergy_HSA=4.68. (4) Synergy scores: CSS=-5.89, Synergy_ZIP=2.23, Synergy_Bliss=0.115, Synergy_Loewe=-3.23, Synergy_HSA=-2.74. Drug 2: CN1C(=O)N2C=NC(=C2N=N1)C(=O)N. Cell line: NCI/ADR-RES. Drug 1: CC1=C(C(CCC1)(C)C)C=CC(=CC=CC(=CC(=O)O)C)C.